The task is: Regression/Classification. Given a drug SMILES string, predict its absorption, distribution, metabolism, or excretion properties. Task type varies by dataset: regression for continuous measurements (e.g., permeability, clearance, half-life) or binary classification for categorical outcomes (e.g., BBB penetration, CYP inhibition). Dataset: cyp2d6_veith.. This data is from CYP2D6 inhibition data for predicting drug metabolism from PubChem BioAssay. The compound is COC(=O)[C@H](C)[C@@H]1C[C@@]1(C)[C@@H](NC(=O)OCc1ccccc1)c1ccccc1. The result is 0 (non-inhibitor).